This data is from Reaction yield outcomes from USPTO patents with 853,638 reactions. The task is: Predict the reaction yield, written as a fraction of the theoretical maximum amount of product (1.0 means a 100% yield; for example, 0.34 means a 34% yield). (1) The catalyst is C1COCC1.O1CCOCC1. The reactants are C(OC([N:8]1[CH2:12][CH2:11][CH2:10][CH:9]1[CH2:13][C:14]1[CH:19]=[CH:18][C:17]([NH:20][C:21](=[O:29])[C:22]2[CH:27]=[CH:26][C:25]([Cl:28])=[CH:24][CH:23]=2)=[CH:16][CH:15]=1)=O)(C)(C)C.Cl. The yield is 0.220. The product is [ClH:28].[Cl:28][C:25]1[CH:24]=[CH:23][C:22]([C:21]([NH:20][C:17]2[CH:18]=[CH:19][C:14]([CH2:13][CH:9]3[CH2:10][CH2:11][CH2:12][NH:8]3)=[CH:15][CH:16]=2)=[O:29])=[CH:27][CH:26]=1. (2) The reactants are Cl.[NH2:2][OH:3].CC(O)=O.[Cl:8][C:9]1[C:14]([CH:15]=O)=[C:13]([Cl:17])[N:12]=[C:11]([S:18][CH3:19])[N:10]=1. The catalyst is CCO. The product is [Cl:8][C:9]1[C:14]([CH:15]=[N:2][OH:3])=[C:13]([Cl:17])[N:12]=[C:11]([S:18][CH3:19])[N:10]=1. The yield is 0.800. (3) The reactants are [I:1][C:2]1[CH:10]=[CH:9][CH:8]=[CH:7][C:3]=1[C:4]([OH:6])=O.[Cl-].[Cl-].[Cl-].[Al+3].[N:15]1([CH2:21][CH2:22][C:23]2[N:27]3[CH:28]=[CH:29][CH:30]=[CH:31][C:26]3=[CH:25][N:24]=2)[CH2:20][CH2:19][O:18][CH2:17][CH2:16]1. The catalyst is ClCCCl. The product is [I:1][C:2]1[CH:10]=[CH:9][CH:8]=[CH:7][C:3]=1[C:4]([C:25]1[N:24]=[C:23]([CH2:22][CH2:21][N:15]2[CH2:20][CH2:19][O:18][CH2:17][CH2:16]2)[N:27]2[CH:28]=[CH:29][CH:30]=[CH:31][C:26]=12)=[O:6]. The yield is 0.160. (4) The reactants are [OH:1][C@H:2]1[C@H:7]([NH:8][C:9](=[O:15])[O:10][C:11]([CH3:14])([CH3:13])[CH3:12])[CH:6]=[C:5]([C:16]2[CH:21]=[CH:20][N:19]=[CH:18][C:17]=2[N+:22]([O-:24])=[O:23])[CH2:4][C@@H:3]1[CH3:25].[C:26]([O:30][CH3:31])(=[O:29])[CH:27]=[CH2:28].C(=O)([O-])[O-].[Cs+].[Cs+].C([O-])(O)=O.[Na+]. The catalyst is CC(O)(C)C.O. The product is [C:11]([O:10][C:9]([NH:8][C@@H:7]1[CH:6]=[C:5]([C:16]2[CH:21]=[CH:20][N:19]=[CH:18][C:17]=2[N+:22]([O-:24])=[O:23])[CH2:4][C@H:3]([CH3:25])[C@H:2]1[O:1][CH2:28][CH2:27][C:26]([O:30][CH3:31])=[O:29])=[O:15])([CH3:12])([CH3:13])[CH3:14]. The yield is 0.480.